Dataset: Reaction yield outcomes from USPTO patents with 853,638 reactions. Task: Predict the reaction yield, written as a fraction of the theoretical maximum amount of product (1.0 means a 100% yield; for example, 0.34 means a 34% yield). (1) The reactants are [I:1][C:2]1[CH:7]=[CH:6][NH:5][C:4](=[O:8])[CH:3]=1.I[CH2:10][CH2:11][OH:12].C([O-])([O-])=O.[K+].[K+]. The catalyst is CN(C=O)C. The product is [OH:12][CH2:11][CH2:10][N:5]1[CH:6]=[CH:7][C:2]([I:1])=[CH:3][C:4]1=[O:8]. The yield is 1.00. (2) The reactants are [Cl:1][C:2]1[C:3]2[CH:11]=[CH:10][NH:9][C:4]=2[N:5]=[C:6]([NH2:8])[N:7]=1.C([O-])([O-])=O.[K+].[K+].Br[CH2:19][CH:20]1[CH2:25][CH2:24][N:23]([C:26]([O:28][C:29]([CH3:32])([CH3:31])[CH3:30])=[O:27])[CH2:22][CH2:21]1.[Br-]. The catalyst is CN(C=O)C. The product is [NH2:8][C:6]1[N:7]=[C:2]([Cl:1])[C:3]2[CH:11]=[CH:10][N:9]([CH2:19][CH:20]3[CH2:25][CH2:24][N:23]([C:26]([O:28][C:29]([CH3:30])([CH3:32])[CH3:31])=[O:27])[CH2:22][CH2:21]3)[C:4]=2[N:5]=1. The yield is 0.420. (3) The reactants are Br[C:2]1[CH:14]=[C:13]([CH:15]=[CH2:16])[CH:12]=[CH:11][C:3]=1[C:4]([O:6][C:7]([CH3:10])([CH3:9])[CH3:8])=[O:5].[C:17]([Cu])#[N:18]. The catalyst is CN(C=O)C.O. The product is [C:17]([C:2]1[CH:14]=[C:13]([CH:15]=[CH2:16])[CH:12]=[CH:11][C:3]=1[C:4]([O:6][C:7]([CH3:10])([CH3:9])[CH3:8])=[O:5])#[N:18]. The yield is 0.720. (4) The reactants are [C:1]([O:5][C:6](=[O:24])[NH:7][C@H:8]([CH:21]([CH3:23])[CH3:22])[C:9](=[O:20])/[CH:10]=[CH:11]\[C:12]1[CH:17]=[CH:16][CH:15]=[C:14]([C:18]#[N:19])[CH:13]=1)([CH3:4])([CH3:3])[CH3:2]. The catalyst is [Pd].CO. The product is [C:1]([O:5][C:6](=[O:24])[NH:7][C@H:8]([CH:21]([CH3:22])[CH3:23])[C:9](=[O:20])[CH2:10][CH2:11][C:12]1[CH:17]=[CH:16][CH:15]=[C:14]([C:18]#[N:19])[CH:13]=1)([CH3:4])([CH3:3])[CH3:2]. The yield is 0.790. (5) The yield is 0.720. The product is [CH3:15][N:5]([CH3:4])[CH2:6][CH2:7][CH:8]([C:10]1[S:11][CH:12]=[CH:13][CH:14]=1)[OH:9]. The reactants are [BH4-].[Na+].Cl.[CH3:4][N:5]([CH3:15])[CH2:6][CH2:7][C:8]([C:10]1[S:11][CH:12]=[CH:13][CH:14]=1)=[O:9].Cl. The catalyst is [OH-].[Na+].